From a dataset of Reaction yield outcomes from USPTO patents with 853,638 reactions. Predict the reaction yield, written as a fraction of the theoretical maximum amount of product (1.0 means a 100% yield; for example, 0.34 means a 34% yield). (1) The reactants are [F:1][C:2]([F:17])([F:16])[C:3]([C:5]1[C:13]2[C:8](=[CH:9][C:10]([S:14][CH3:15])=[CH:11][CH:12]=2)[NH:7][CH:6]=1)=[O:4].C(=O)([O-])[O-].[K+].[K+].I[CH:25]([CH3:27])[CH3:26]. The catalyst is CN(C)C=O. The product is [F:17][C:2]([F:1])([F:16])[C:3]([C:5]1[C:13]2[C:8](=[CH:9][C:10]([S:14][CH3:15])=[CH:11][CH:12]=2)[N:7]([CH:25]([CH3:27])[CH3:26])[CH:6]=1)=[O:4]. The yield is 0.930. (2) The reactants are [C:1]([C:3]1[CH:8]=[CH:7][C:6]([C@@H:9]2[CH2:11][C@H:10]2[C:12]([O:14]C(C)(C)C)=[O:13])=[CH:5][CH:4]=1)#[N:2].CO. The catalyst is O.[OH-].[Na+]. The product is [C:1]([C:3]1[CH:4]=[CH:5][C:6]([C@@H:9]2[CH2:11][C@H:10]2[C:12]([OH:14])=[O:13])=[CH:7][CH:8]=1)#[N:2]. The yield is 0.364. (3) The reactants are [OH:1][N:2]1[C:6](=[O:7])[C@@H:5]([O:8][C:9](=[O:16])[C:10]2[CH:15]=[CH:14][CH:13]=[CH:12][CH:11]=2)[C@H:4]([O:17][C:18](=[O:25])[C:19]2[CH:24]=[CH:23][CH:22]=[CH:21][CH:20]=2)[C:3]1=[O:26].C(=O)(SC)O[O:29][CH:30]([O:34][C:35](=[O:39])[CH:36]([CH3:38])[CH3:37])[CH:31]([CH3:33])[CH3:32].[C:43](OO)(=[O:45])C. The catalyst is ClCCl.C(O)(=O)C. The product is [CH3:38][CH:36]([CH3:37])[C:35]([O:34][C@H:30]([O:29][C:43]([O:1][N:2]1[C:6](=[O:7])[C@@H:5]([O:8][C:9](=[O:16])[C:10]2[CH:11]=[CH:12][CH:13]=[CH:14][CH:15]=2)[C@H:4]([O:17][C:18](=[O:25])[C:19]2[CH:24]=[CH:23][CH:22]=[CH:21][CH:20]=2)[C:3]1=[O:26])=[O:45])[CH:31]([CH3:32])[CH3:33])=[O:39]. The yield is 0.250. (4) The reactants are [CH3:1][O:2][C:3](=[O:20])[C:4]1[CH:9]=[C:8]([N+:10]([O-])=O)[CH:7]=[C:6]([C:13]2[CH:18]=[CH:17][C:16]([CH3:19])=[CH:15][N:14]=2)[CH:5]=1.Cl[Sn]Cl. The catalyst is CO.C(OCC)(=O)C. The product is [CH3:1][O:2][C:3](=[O:20])[C:4]1[CH:5]=[C:6]([C:13]2[CH:18]=[CH:17][C:16]([CH3:19])=[CH:15][N:14]=2)[CH:7]=[C:8]([NH2:10])[CH:9]=1. The yield is 0.900. (5) The reactants are [NH2:1][C:2]1[CH:3]=[C:4]([CH:8]=[C:9]([Br:11])[CH:10]=1)[C:5]([OH:7])=[O:6].[Si](C=[N+]=[N-])(C)(C)[CH3:13]. The catalyst is C(OCC)C.CO. The product is [CH3:13][O:6][C:5](=[O:7])[C:4]1[CH:8]=[C:9]([Br:11])[CH:10]=[C:2]([NH2:1])[CH:3]=1. The yield is 0.990. (6) The reactants are Cl.Cl.[CH2:3]([O:5][C:6]1[CH:7]=[C:8]2[C:13](=[C:14]3[CH2:18][C:17]([CH3:20])([CH3:19])[O:16][C:15]=13)[C:12]([C:21]1[CH:22]=[C:23]([NH2:27])[CH:24]=[CH:25][CH:26]=1)=[N:11][C:10]([CH3:29])([CH3:28])[CH2:9]2)[CH3:4].[CH3:30][C:31]([NH:36][C:37](=[O:42])[C:38]([F:41])([F:40])[F:39])([CH3:35])[C:32](O)=[O:33].O.ON1C2C=CC=CC=2N=N1.Cl.C(N=C=NCCCN(C)C)C.C(N(CC)CC)C. The catalyst is CN(C)C=O.O. The product is [CH3:35][C:31]([NH:36][C:37](=[O:42])[C:38]([F:41])([F:39])[F:40])([CH3:30])[C:32]([NH:27][C:23]1[CH:24]=[CH:25][CH:26]=[C:21]([C:12]2[C:13]3[C:8](=[CH:7][C:6]([O:5][CH2:3][CH3:4])=[C:15]4[O:16][C:17]([CH3:20])([CH3:19])[CH2:18][C:14]4=3)[CH2:9][C:10]([CH3:28])([CH3:29])[N:11]=2)[CH:22]=1)=[O:33]. The yield is 0.710. (7) The reactants are [F:1][C:2]1[CH:11]=[C:10]([C:12]2[C:17]([CH:18]3[CH2:23][CH2:22][NH:21][CH2:20][CH2:19]3)=[N:16][CH:15]=[CH:14][N:13]=2)[CH:9]=[CH:8][C:3]=1[C:4]([NH:6][CH3:7])=[O:5].Cl[C:25]1[CH:34]=[CH:33][C:32]2[C:27](=[CH:28][CH:29]=[C:30]([F:35])[CH:31]=2)[N:26]=1.CS(C)=O.C(=O)([O-])[O-].[K+].[K+]. The catalyst is O.C(OCC)C. The product is [F:1][C:2]1[CH:11]=[C:10]([C:12]2[C:17]([CH:18]3[CH2:23][CH2:22][N:21]([C:25]4[CH:34]=[CH:33][C:32]5[C:27](=[CH:28][CH:29]=[C:30]([F:35])[CH:31]=5)[N:26]=4)[CH2:20][CH2:19]3)=[N:16][CH:15]=[CH:14][N:13]=2)[CH:9]=[CH:8][C:3]=1[C:4]([NH:6][CH3:7])=[O:5]. The yield is 0.397. (8) The reactants are C[CH:2]([C:6]1[CH:11]=[CH:10][CH:9]=[CH:8][CH:7]=1)[C:3]([O-:5])=[O:4].S(=O)(=O)(O)O.[C:17]([O-])(O)=O.[Na+]. The catalyst is CO. The product is [C:6]1([CH2:2][C:3]([O:5][CH3:17])=[O:4])[CH:11]=[CH:10][CH:9]=[CH:8][CH:7]=1. The yield is 0.950.